Dataset: Reaction yield outcomes from USPTO patents with 853,638 reactions. Task: Predict the reaction yield, written as a fraction of the theoretical maximum amount of product (1.0 means a 100% yield; for example, 0.34 means a 34% yield). (1) The reactants are [CH3:1][C:2]1([CH3:14])[C:6]([CH3:8])([CH3:7])[O:5][B:4]([C:9]2[CH:10]=[N:11][NH:12][CH:13]=2)[O:3]1.[C:15]1([CH:21](O)[CH2:22][CH3:23])[CH:20]=[CH:19][CH:18]=[CH:17][CH:16]=1.C1(P(C2C=CC=CC=2)C2C=CC=CC=2)C=CC=CC=1.N(C(OC(C)(C)C)=O)=NC(OC(C)(C)C)=O. The catalyst is C1COCC1. The product is [C:15]1([CH:21]([N:12]2[CH:13]=[C:9]([B:4]3[O:5][C:6]([CH3:7])([CH3:8])[C:2]([CH3:14])([CH3:1])[O:3]3)[CH:10]=[N:11]2)[CH2:22][CH3:23])[CH:20]=[CH:19][CH:18]=[CH:17][CH:16]=1. The yield is 0.450. (2) The reactants are Cl.[F:2][C:3]([F:7])([F:6])[CH2:4][NH2:5].[CH2:8](N(CC)CC)C.[Cl:15][C:16]1[CH:17]=[C:18]([CH:33]=[CH:34][C:35]=1[Cl:36])[CH2:19][N:20]([CH3:32])[C:21](=[O:31])[CH:22]=[C:23]1[C:27](=[O:28])OC(C)(C)[O:24]1. The catalyst is CO. The product is [Cl:15][C:16]1[CH:17]=[C:18]([CH:33]=[CH:34][C:35]=1[Cl:36])[CH2:19][N:20]([CH3:32])[C:21]([C:22]1[CH2:8][N:5]([CH2:4][C:3]([F:7])([F:6])[F:2])[C:27](=[O:28])[C:23]=1[OH:24])=[O:31]. The yield is 0.210. (3) The reactants are [CH2:1]([N:3]1[CH2:9][CH2:8][C:7]2[CH:10]=[C:11]([NH2:14])[CH:12]=[CH:13][C:6]=2[CH2:5][CH2:4]1)[CH3:2].Cl[C:16]1[N:21]=[C:20]([NH:22][CH2:23][C:24]([NH:27][S:28]([CH3:31])(=[O:30])=[O:29])([CH3:26])[CH3:25])[C:19]([Cl:32])=[CH:18][N:17]=1.C12(CS(O)(=O)=O)C(C)(C)C(CC1)CC2=O. The catalyst is CC(O)C. The product is [Cl:32][C:19]1[C:20]([NH:22][CH2:23][C:24]([NH:27][S:28]([CH3:31])(=[O:30])=[O:29])([CH3:26])[CH3:25])=[N:21][C:16]([NH:14][C:11]2[CH:12]=[CH:13][C:6]3[CH2:5][CH2:4][N:3]([CH2:1][CH3:2])[CH2:9][CH2:8][C:7]=3[CH:10]=2)=[N:17][CH:18]=1. The yield is 0.340. (4) The reactants are C(O[C:6](=[O:19])[NH:7][C:8]1[S:9][C:10]2[CH:16]=[CH:15][CH:14]=[C:13]([O:17][CH3:18])[C:11]=2[N:12]=1)(C)(C)C.[CH2:20]([NH2:26])C1OC=CC=1.[O:27]1[CH2:32][CH2:31]O[CH2:29][CH2:28]1. No catalyst specified. The product is [O:27]1[CH:32]=[CH:31][CH:29]=[C:28]1[N:26]([CH3:20])[C:6]([NH:7][C:8]1[S:9][C:10]2[CH:16]=[CH:15][CH:14]=[C:13]([O:17][CH3:18])[C:11]=2[N:12]=1)=[O:19]. The yield is 0.920. (5) The yield is 0.500. The catalyst is Br.C(O)(=O)C.C(OCC)(=O)C. The reactants are [Br:1][C:2]1[CH:21]=[CH:20][C:5]([CH2:6][NH:7][C:8](=[O:19])[C:9]2[CH:14]=[CH:13][C:12]([S:15][CH3:16])=[CH:11][C:10]=2[O:17]C)=[C:4]([F:22])[CH:3]=1. The product is [Br:1][C:2]1[CH:21]=[CH:20][C:5]([CH2:6][NH:7][C:8](=[O:19])[C:9]2[CH:14]=[CH:13][C:12]([S:15][CH3:16])=[CH:11][C:10]=2[OH:17])=[C:4]([F:22])[CH:3]=1. (6) The reactants are [H-].[Na+].[I:3]C1NC=CN=1.Cl[CH2:10][CH2:11][C:12]([NH:15][C:16](=[O:22])[O:17][C:18]([CH3:21])([CH3:20])[CH3:19])([CH3:14])[CH3:13].C[N:24]1[CH2:29]CC[N:26]([CH3:30])[C:25]1=O. The catalyst is [I-].C([N+](CCCC)(CCCC)CCCC)CCC. The product is [I:3][C:30]1[N:26]=[CH:25][N:24]([CH2:10][CH2:11][C:12]([NH:15][C:16](=[O:22])[O:17][C:18]([CH3:21])([CH3:20])[CH3:19])([CH3:14])[CH3:13])[CH:29]=1. The yield is 0.420. (7) The reactants are [F:1][C:2]1[CH:3]=[C:4]2[C:8](=[CH:9][CH:10]=1)[N:7]([S:11]([C:14]1[CH:19]=[CH:18][C:17]([CH3:20])=[CH:16][CH:15]=1)(=[O:13])=[O:12])[CH:6]=[C:5]2[S:21](Cl)(=[O:23])=[O:22].[NH:25]1[CH2:30][CH2:29][O:28][CH2:27][CH2:26]1. The catalyst is C(Cl)Cl.O. The product is [F:1][C:2]1[CH:3]=[C:4]2[C:8](=[CH:9][CH:10]=1)[N:7]([S:11]([C:14]1[CH:19]=[CH:18][C:17]([CH3:20])=[CH:16][CH:15]=1)(=[O:13])=[O:12])[CH:6]=[C:5]2[S:21]([N:25]1[CH2:30][CH2:29][O:28][CH2:27][CH2:26]1)(=[O:23])=[O:22]. The yield is 1.00. (8) The reactants are [I-].[CH2:2]([O:9][C:10]([NH:12][CH:13]([C:19]([NH:21][C:22]1[CH:27]=[CH:26][CH:25]=[C:24]([Br:28])[C:23]=1[CH3:29])=[O:20])[CH2:14][CH2:15][S+](C)C)=[O:11])[C:3]1[CH:8]=[CH:7][CH:6]=[CH:5][CH:4]=1.C(=O)([O-])[O-].[Cs+].[Cs+]. The catalyst is CS(C)=O.CCOC(C)=O. The product is [Br:28][C:24]1[C:23]([CH3:29])=[C:22]([N:21]2[CH2:15][CH2:14][CH:13]([NH:12][C:10](=[O:11])[O:9][CH2:2][C:3]3[CH:8]=[CH:7][CH:6]=[CH:5][CH:4]=3)[C:19]2=[O:20])[CH:27]=[CH:26][CH:25]=1. The yield is 0.940. (9) The yield is 1.00. The product is [CH3:20][Si:19]([C:18]#[C:17][C:14]1[CH:15]=[CH:16][C:11]([C:9]#[C:8][C:5]2[CH:6]=[CH:7][C:2]([CH3:1])=[CH:3][CH:4]=2)=[CH:12][CH:13]=1)([CH3:22])[CH3:21]. The reactants are [CH3:1][C:2]1[CH:7]=[CH:6][C:5]([C:8]#[CH:9])=[CH:4][CH:3]=1.I[C:11]1[CH:16]=[CH:15][C:14]([C:17]#[C:18][Si:19]([CH3:22])([CH3:21])[CH3:20])=[CH:13][CH:12]=1. The catalyst is C1COCC1.C(N(CC)CC)C.[Cu]I.Cl[Pd](Cl)([P](C1C=CC=CC=1)(C1C=CC=CC=1)C1C=CC=CC=1)[P](C1C=CC=CC=1)(C1C=CC=CC=1)C1C=CC=CC=1.